From a dataset of Full USPTO retrosynthesis dataset with 1.9M reactions from patents (1976-2016). Predict the reactants needed to synthesize the given product. (1) Given the product [OH2:12].[CH:15]1[C:24]2[C:19](=[CH:20][CH:21]=[CH:22][CH:23]=2)[CH:18]=[CH:17][C:16]=1[S:25]([OH:28])(=[O:27])=[O:26], predict the reactants needed to synthesize it. The reactants are: C1C2C(=CC=CC=2)C=CC=1S(O)(=O)=[O:12].[CH:15]1[C:24]2[C:19](=[CH:20][CH:21]=[CH:22][CH:23]=2)[CH:18]=[CH:17][C:16]=1[S:25]([OH:28])(=[O:27])=[O:26].C1(N(CCNCCC2C3SC(=O)NC=3C(O)=CC=2)C(=O)CCNCCC2C=CC=C(F)C=2)CCCCC1.C(=O)([O-])[O-].[K+].[K+]. (2) Given the product [OH:2][C:3]1[CH:16]=[CH:15][CH:14]=[CH:13][C:4]=1[C:5]([CH:7]1[CH2:12][CH2:11][N:10]([CH2:5][CH2:4][CH2:3][OH:2])[CH2:9][CH2:8]1)=[O:6], predict the reactants needed to synthesize it. The reactants are: Br.[OH:2][C:3]1[CH:16]=[CH:15][CH:14]=[CH:13][C:4]=1[C:5]([CH:7]1[CH2:12][CH2:11][NH:10][CH2:9][CH2:8]1)=[O:6]. (3) Given the product [O:1]=[C:2]1[CH2:7][CH2:6][CH:5]([C:8]([Cl:14])=[O:10])[CH2:4][CH2:3]1, predict the reactants needed to synthesize it. The reactants are: [O:1]=[C:2]1[CH2:7][CH2:6][CH:5]([C:8]([OH:10])=O)[CH2:4][CH2:3]1.C(Cl)(=O)C([Cl:14])=O. (4) Given the product [F:1][C:2]1[CH:10]=[CH:9][CH:8]=[C:7]2[C:3]=1[CH:4]=[CH:5][N:6]2[S:25]([C:22]1[CH:23]=[CH:24][C:19]([CH3:18])=[CH:20][CH:21]=1)(=[O:27])=[O:26], predict the reactants needed to synthesize it. The reactants are: [F:1][C:2]1[CH:10]=[CH:9][CH:8]=[C:7]2[C:3]=1[CH:4]=[CH:5][NH:6]2.[H-].[Na+].CN(C=O)C.[CH3:18][C:19]1[CH:24]=[CH:23][C:22]([S:25](Cl)(=[O:27])=[O:26])=[CH:21][CH:20]=1.